From a dataset of Forward reaction prediction with 1.9M reactions from USPTO patents (1976-2016). Predict the product of the given reaction. (1) Given the reactants [C:1]1(=[O:7])[NH:6][CH2:5][CH2:4][CH2:3][CH2:2]1.[O-]P([O-])([O-])=O.[K+].[K+].[K+].CNCCNC.I[C:23]1[CH:24]=[C:25]([CH:28]=[CH:29][CH:30]=1)[CH2:26][NH2:27].N, predict the reaction product. The product is: [NH2:27][CH2:26][C:25]1[CH:24]=[C:23]([N:6]2[CH2:5][CH2:4][CH2:3][CH2:2][C:1]2=[O:7])[CH:30]=[CH:29][CH:28]=1. (2) Given the reactants BrC1C=C(F)C=C2C=1O[C@@H]([CH2:12][O:13][S:14]([C:17]1[CH:22]=[CH:21][C:20]([CH3:23])=[CH:19][CH:18]=1)(=[O:16])=[O:15])C=C2.COC1C=CC=CC=1B(O)O.C(=O)([O-])[O-].[K+].[K+].O, predict the reaction product. The product is: [CH3:23][C:20]1[CH:21]=[CH:22][C:17]([S:14]([O:13][CH3:12])(=[O:16])=[O:15])=[CH:18][CH:19]=1. (3) Given the reactants [CH3:1][Zn]C.[I:4][C:5]1[CH:12]=[CH:11][C:8]([CH:9]=[O:10])=[C:7]([N+:13]([O-:15])=[O:14])[CH:6]=1, predict the reaction product. The product is: [I:4][C:5]1[CH:12]=[CH:11][C:8]([CH:9]([OH:10])[CH3:1])=[C:7]([N+:13]([O-:15])=[O:14])[CH:6]=1. (4) The product is: [ClH:26].[ClH:26].[CH2:1]([O:8][C:9](=[O:25])[CH2:10][C@@H:11]([NH2:17])[CH2:12][N:14]([CH3:15])[CH3:16])[C:2]1[CH:7]=[CH:6][CH:5]=[CH:4][CH:3]=1. Given the reactants [CH2:1]([O:8][C:9](=[O:25])[CH2:10][C@@H:11]([NH:17]C(OC(C)(C)C)=O)[C:12]([N:14]([CH3:16])[CH3:15])=O)[C:2]1[CH:7]=[CH:6][CH:5]=[CH:4][CH:3]=1.[ClH:26], predict the reaction product. (5) Given the reactants [F:1][C:2]1[CH:11]=[CH:10][C:5]([C:6]([O:8][CH3:9])=[O:7])=[C:4]([OH:12])[CH:3]=1.[N+](C1C=C(S(O[CH2:26][C@@H:27]2[CH2:29][O:28]2)(=O)=O)C=CC=1)([O-])=O.C([O-])([O-])=O.[Cs+].[Cs+], predict the reaction product. The product is: [F:1][C:2]1[CH:11]=[CH:10][C:5]([C:6]([O:8][CH3:9])=[O:7])=[C:4]([O:12][CH2:26][C@@H:27]2[CH2:29][O:28]2)[CH:3]=1. (6) Given the reactants O[C:2]1[CH:17]=[C:16]([OH:18])[CH:15]=[CH:14][C:3]=1[C:4]([C:6]1[CH:11]=[CH:10][C:9]([OH:12])=[CH:8][C:7]=1[OH:13])=O.C([O-])(=O)C.[Na+].Cl.[Cl:25][C:26]1[CH:27]=[C:28]([NH:32][NH2:33])[CH:29]=[CH:30][CH:31]=1, predict the reaction product. The product is: [Cl:25][C:26]1[CH:27]=[C:28]([N:32]2[C:2]3[C:3](=[CH:14][CH:15]=[C:16]([OH:18])[CH:17]=3)[C:4]([C:6]3[CH:11]=[CH:10][C:9]([OH:12])=[CH:8][C:7]=3[OH:13])=[N:33]2)[CH:29]=[CH:30][CH:31]=1.